This data is from Catalyst prediction with 721,799 reactions and 888 catalyst types from USPTO. The task is: Predict which catalyst facilitates the given reaction. (1) Reactant: N[C:2]1[CH:3]=[CH:4][C:5]([F:16])=[C:6]([CH:15]=1)[N:7](C)[C:8](=[O:13])[C:9]([F:12])([F:11])[F:10].N([O-])=[O:18].[Na+].NC(N)=O. The catalyst class is: 6. Product: [F:16][C:5]1[CH:4]=[CH:3][C:2]([OH:18])=[CH:15][C:6]=1[NH:7][C:8](=[O:13])[C:9]([F:12])([F:11])[F:10]. (2) The catalyst class is: 387. Reactant: CC([O-])(C)C.[K+].[NH:7]1[C:15]2[C:10](=[N:11][CH:12]=[CH:13][CH:14]=2)[CH:9]=[N:8]1.[CH3:16][Si:17]([CH2:20][CH2:21][O:22][CH2:23]Cl)([CH3:19])[CH3:18]. Product: [CH3:16][Si:17]([CH3:19])([CH3:18])[CH2:20][CH2:21][O:22][CH2:23][N:7]1[C:15]2[C:10](=[N:11][CH:12]=[CH:13][CH:14]=2)[CH:9]=[N:8]1. (3) Reactant: [NH2:1][CH2:2][CH2:3][CH2:4][CH2:5][NH:6][S:7]([C:10]1[CH:15]=[CH:14][C:13]([CH2:16][N:17]([CH2:25][C:26]2[NH:27][CH:28]=[CH:29][N:30]=2)[CH2:18][C:19]2[N:20]([CH3:24])[CH:21]=[CH:22][N:23]=2)=[CH:12][CH:11]=1)(=[O:9])=[O:8].[C:31]1(=O)[CH2:36][CH2:35][CH2:34][CH2:33][CH2:32]1.C([BH3-])#N.[Na+].C(O)(=O)C. Product: [CH:31]1([NH:1][CH2:2][CH2:3][CH2:4][CH2:5][NH:6][S:7]([C:10]2[CH:15]=[CH:14][C:13]([CH2:16][N:17]([CH2:25][C:26]3[NH:30][CH:29]=[CH:28][N:27]=3)[CH2:18][C:19]3[N:20]([CH3:24])[CH:21]=[CH:22][N:23]=3)=[CH:12][CH:11]=2)(=[O:8])=[O:9])[CH2:36][CH2:35][CH2:34][CH2:33][CH2:32]1. The catalyst class is: 5. (4) Reactant: [CH:1]1[C:10]2[C:5](=[CH:6][CH:7]=[CH:8][CH:9]=2)[CH:4]=[CH:3][C:2]=1/[CH:11]=[CH:12]/[C:13](Cl)=[O:14].[NH2:16][C:17]1[CH:25]=[CH:24][C:23]([F:26])=[CH:22][C:18]=1[C:19]([OH:21])=[O:20].C(N(CC)CC)C. Product: [C:19]([C:18]1[CH:22]=[C:23]([F:26])[CH:24]=[CH:25][C:17]=1[NH:16][C:13](=[O:14])/[CH:12]=[CH:11]/[C:2]1[CH:3]=[CH:4][C:5]2[C:10](=[CH:9][CH:8]=[CH:7][CH:6]=2)[CH:1]=1)([OH:21])=[O:20]. The catalyst class is: 7. (5) Reactant: [NH2:1][C:2]1[CH:3]=[C:4]([OH:8])[CH:5]=[CH:6][CH:7]=1.C(N(CC)CC)C.[CH3:16][N:17]1[C:21]([C:22](Cl)=[O:23])=[CH:20][C:19]([CH3:25])=[N:18]1. Product: [OH:8][C:4]1[CH:3]=[C:2]([NH:1][C:22]([C:21]2[N:17]([CH3:16])[N:18]=[C:19]([CH3:25])[CH:20]=2)=[O:23])[CH:7]=[CH:6][CH:5]=1. The catalyst class is: 7. (6) Reactant: [OH:1][C:2]1[CH:14]=[C:13]2[C:5]([C:6]3[CH:7]=[CH:8][C:9]([NH:15][C:16](=[O:22])[O:17][C:18]([CH3:21])([CH3:20])[CH3:19])=[CH:10][C:11]=3[NH:12]2)=[CH:4][CH:3]=1.C(=O)([O-])[O-].[K+].[K+].F[C:30]1[CH:35]=[CH:34][C:33]([N+:36]([O-:38])=[O:37])=[CH:32][CH:31]=1. Product: [N+:36]([C:33]1[CH:34]=[CH:35][C:30]([O:1][C:2]2[CH:14]=[C:13]3[C:5]([C:6]4[CH:7]=[CH:8][C:9]([NH:15][C:16](=[O:22])[O:17][C:18]([CH3:19])([CH3:21])[CH3:20])=[CH:10][C:11]=4[NH:12]3)=[CH:4][CH:3]=2)=[CH:31][CH:32]=1)([O-:38])=[O:37]. The catalyst class is: 18. (7) Reactant: [CH3:1][O:2][C:3]1[CH:30]=[CH:29][C:6]([CH2:7][N:8]2[C:12]3[N:13]=[CH:14][C:15]4[CH2:16][CH:17]([NH:21]C(=O)OC(C)(C)C)[CH2:18][CH2:19][C:20]=4[C:11]=3[CH:10]=[N:9]2)=[CH:5][CH:4]=1.FC(F)(F)C(O)=O. Product: [CH3:1][O:2][C:3]1[CH:4]=[CH:5][C:6]([CH2:7][N:8]2[C:12]3[N:13]=[CH:14][C:15]4[CH2:16][CH:17]([NH2:21])[CH2:18][CH2:19][C:20]=4[C:11]=3[CH:10]=[N:9]2)=[CH:29][CH:30]=1. The catalyst class is: 4.